This data is from Choline transporter screen with 302,306 compounds. The task is: Binary Classification. Given a drug SMILES string, predict its activity (active/inactive) in a high-throughput screening assay against a specified biological target. (1) The molecule is S(Cc1nc2n(c(ccc2)C)c1)c1sc(Nc2ccc(OC)cc2)nn1. The result is 0 (inactive). (2) The drug is O(C(=O)N1CCC(CC1)C(=O)NC(Cc1ccc(OC(C)(C)C)cc1)c1oc(nn1)C(NC(OC(C)(C)C)=O)CCCCNC(OC(C)(C)C)=O)C(C)(C)C. The result is 0 (inactive). (3) The drug is FC(F)(F)C1(NC(=O)c2ccccc2)N=C(NC1=O)c1ccccc1. The result is 0 (inactive). (4) The drug is S(=O)(=O)(Cc1cc(ccc1)C)Cc1oc(cc1)C(=O)NCCc1cc(OC)c(OC)cc1. The result is 0 (inactive).